This data is from Reaction yield outcomes from USPTO patents with 853,638 reactions. The task is: Predict the reaction yield, written as a fraction of the theoretical maximum amount of product (1.0 means a 100% yield; for example, 0.34 means a 34% yield). (1) The reactants are O[CH2:2][C:3]1[C:8]([CH3:9])=[C:7]([O:10][CH2:11][CH2:12][CH2:13][O:14][CH3:15])[CH:6]=[CH:5][N:4]=1.S(Cl)([Cl:18])=O. The catalyst is C1(C)C=CC=CC=1. The product is [Cl:18][CH2:2][C:3]1[C:8]([CH3:9])=[C:7]([O:10][CH2:11][CH2:12][CH2:13][O:14][CH3:15])[CH:6]=[CH:5][N:4]=1. The yield is 0.973. (2) The reactants are [CH3:1]C(C)([O-])C.[K+].[F:7][C:8]1[CH:13]=[C:12]([CH:14]=O)[CH:11]=[C:10]([F:16])[C:9]=1[C:17]1[N:22]=[C:21]([C:23]([NH:25][C:26]2[CH:27]=[N:28][CH:29]=[CH:30][C:31]=2[C@@H:32]2[CH2:37][C@H:36]([CH3:38])[CH2:35][C@H:34]([NH:39][C:40](=[O:46])[O:41][C:42]([CH3:45])([CH3:44])[CH3:43])[CH2:33]2)=[O:24])[CH:20]=[CH:19][C:18]=1[F:47]. The catalyst is [Br-].C[P+](C1C=CC=CC=1)(C1C=CC=CC=1)C1C=CC=CC=1.C1COCC1.CCOC(C)=O. The product is [F:16][C:10]1[CH:11]=[C:12]([CH:14]=[CH2:1])[CH:13]=[C:8]([F:7])[C:9]=1[C:17]1[N:22]=[C:21]([C:23]([NH:25][C:26]2[CH:27]=[N:28][CH:29]=[CH:30][C:31]=2[C@@H:32]2[CH2:37][C@H:36]([CH3:38])[CH2:35][C@H:34]([NH:39][C:40](=[O:46])[O:41][C:42]([CH3:44])([CH3:43])[CH3:45])[CH2:33]2)=[O:24])[CH:20]=[CH:19][C:18]=1[F:47]. The yield is 0.460.